Dataset: Reaction yield outcomes from USPTO patents with 853,638 reactions. Task: Predict the reaction yield, written as a fraction of the theoretical maximum amount of product (1.0 means a 100% yield; for example, 0.34 means a 34% yield). (1) The reactants are [CH3:1][N:2]1[CH:6]=[C:5]([CH:7]=O)[CH:4]=[N:3]1.[NH:9]1[CH:13]=[CH:12][CH:11]=[CH:10]1. The catalyst is C(O)(=O)CC. The product is [CH3:1][N:2]1[CH:6]=[C:5]([C:7]2[C:13]3[NH:9][C:10]([C:7]([C:5]4[CH:4]=[N:3][N:2]([CH3:1])[CH:6]=4)=[C:10]4[N:9]=[C:13]([C:7]([C:5]5[CH:4]=[N:3][N:2]([CH3:1])[CH:6]=5)=[C:10]5[NH:9][C:13](=[C:7]([C:5]6[CH:4]=[N:3][N:2]([CH3:1])[CH:6]=6)[C:10]6[CH:11]=[CH:12][C:13]=2[N:9]=6)[CH:12]=[CH:11]5)[CH:12]=[CH:11]4)=[CH:11][CH:12]=3)[CH:4]=[N:3]1. The yield is 0.175. (2) The yield is 0.650. The reactants are [OH:1][C:2]1[CH:11]=[C:10]2[C:5]([C:6]([O:12][C:13]3[CH:14]=[CH:15][C:16]([NH:19][C:20]([C:22]4[C:23](=[O:35])[N:24]([C:29]5[CH:34]=[CH:33][CH:32]=[CH:31][CH:30]=5)[N:25]([CH3:28])[C:26]=4[CH3:27])=[O:21])=[N:17][CH:18]=3)=[CH:7][CH:8]=[N:9]2)=[CH:4][CH:3]=1.CS(O[CH2:41][CH2:42][CH2:43][N:44]1[CH2:50][CH:49]([OH:51])[C:46]2([CH2:48][CH2:47]2)[CH2:45]1)(=O)=O.C([O-])([O-])=O.[Cs+].[Cs+]. The product is [OH:51][CH:49]1[C:46]2([CH2:48][CH2:47]2)[CH2:45][N:44]([CH2:43][CH2:42][CH2:41][O:1][C:2]2[CH:11]=[C:10]3[C:5]([C:6]([O:12][C:13]4[CH:14]=[CH:15][C:16]([NH:19][C:20]([C:22]5[C:23](=[O:35])[N:24]([C:29]6[CH:30]=[CH:31][CH:32]=[CH:33][CH:34]=6)[N:25]([CH3:28])[C:26]=5[CH3:27])=[O:21])=[N:17][CH:18]=4)=[CH:7][CH:8]=[N:9]3)=[CH:4][CH:3]=2)[CH2:50]1. The catalyst is CC(N(C)C)=O. (3) The reactants are C([O:5][C:6](=[O:53])[C:7]([O:10]/[N:11]=[C:12](/[C:40]1[N:41]=[C:42]([NH:45]C(OC(C)(C)C)=O)[S:43][CH:44]=1)\[C:13]([NH:15][C@@H:16]1[C:19](=[O:20])[N:18]([S:21]([OH:24])(=[O:23])=[O:22])[C@@H:17]1[CH2:25][N:26]1[N:30]=[C:29]([CH2:31][NH:32]C(OC(C)(C)C)=O)[CH:28]=[N:27]1)=[O:14])([CH3:9])[CH3:8])(C)(C)C.C(O)(C(F)(F)F)=O. The catalyst is C(O)=O. The product is [NH2:32][CH2:31][C:29]1[CH:28]=[N:27][N:26]([CH2:25][C@@H:17]2[C@H:16]([NH:15][C:13](=[O:14])/[C:12](=[N:11]\[O:10][C:7]([CH3:9])([CH3:8])[C:6]([OH:53])=[O:5])/[C:40]3[N:41]=[C:42]([NH2:45])[S:43][CH:44]=3)[C:19](=[O:20])[N:18]2[S:21]([OH:24])(=[O:23])=[O:22])[N:30]=1. The yield is 0.310. (4) The reactants are [CH:1]([N:4]1[C:8]([N:9]2[N:18]=[C:17]3[C:11]([CH2:12][CH2:13][O:14][C:15]4[CH:22]=[C:21]([C:23]5[CH:24]=[N:25][N:26]([CH2:28][CH2:29][O:30]C6CCCCO6)[CH:27]=5)[CH:20]=[CH:19][C:16]=43)=[CH:10]2)=[N:7][CH:6]=[N:5]1)([CH3:3])[CH3:2].Cl.CO. The catalyst is C(OCC)C. The product is [CH:1]([N:4]1[C:8]([N:9]2[N:18]=[C:17]3[C:11]([CH2:12][CH2:13][O:14][C:15]4[CH:22]=[C:21]([C:23]5[CH:24]=[N:25][N:26]([CH2:28][CH2:29][OH:30])[CH:27]=5)[CH:20]=[CH:19][C:16]=43)=[CH:10]2)=[N:7][CH:6]=[N:5]1)([CH3:3])[CH3:2]. The yield is 0.860. (5) The reactants are [Br:1][C:2]1[CH:3]=[C:4]([NH:23]CC2C=CC=CN=2)[CH:5]=[C:6]2[C:11]=1[N:10]=[CH:9][C:8]([C:12]#[N:13])=[C:7]2[NH:14][C:15]1[CH:20]=[CH:19][C:18]([F:21])=[C:17]([Cl:22])[CH:16]=1.[CH:31]([C:33]1[NH:37][CH:36]=[N:35][C:34]=1[C:38]([O:40][CH3:41])=[O:39])=O.[BH3-]C#N.[Na+]. The catalyst is C1COCC1.CO. The product is [Br:1][C:2]1[CH:3]=[C:4]([NH:23][CH2:31][C:33]2[NH:37][CH:36]=[N:35][C:34]=2[C:38]([O:40][CH3:41])=[O:39])[CH:5]=[C:6]2[C:11]=1[N:10]=[CH:9][C:8]([C:12]#[N:13])=[C:7]2[NH:14][C:15]1[CH:20]=[CH:19][C:18]([F:21])=[C:17]([Cl:22])[CH:16]=1. The yield is 0.330.